This data is from Catalyst prediction with 721,799 reactions and 888 catalyst types from USPTO. The task is: Predict which catalyst facilitates the given reaction. (1) Reactant: [BH4-].[Na+].[Cl:3][C:4]1[C:9]([CH:10]=[O:11])=[CH:8][C:7]([CH3:12])=[CH:6][N:5]=1. Product: [Cl:3][C:4]1[C:9]([CH2:10][OH:11])=[CH:8][C:7]([CH3:12])=[CH:6][N:5]=1. The catalyst class is: 5. (2) Reactant: [CH3:1][N:2]1[CH:6]=[CH:5][N:4]=[C:3]1[CH:7]1[CH:16]([C:17]2[N:18]([CH3:22])[CH:19]=[CH:20][N:21]=2)[C:15](=O)[C:14]2[C:13]([C:24](OCC)=[O:25])=[CH:12][CH:11]=[CH:10][C:9]=2[NH:8]1.O.[NH2:30][NH2:31]. Product: [CH3:1][N:2]1[CH:6]=[CH:5][N:4]=[C:3]1[CH:7]1[NH:8][C:9]2[C:14]3[C:15](=[N:30][NH:31][C:24](=[O:25])[C:13]=3[CH:12]=[CH:11][CH:10]=2)[CH:16]1[C:17]1[N:18]([CH3:22])[CH:19]=[CH:20][N:21]=1. The catalyst class is: 5. (3) Product: [CH3:32][O:31][C:28]1[CH:29]=[CH:23][C:22]([NH:19][C:1](=[O:10])[C:2]2[CH:8]=[CH:7][CH:6]=[CH:5][C:3]=2[OH:4])=[CH:26][CH:27]=1. Reactant: [C:1]([OH:10])(=O)[C:2]1[C:3](=[CH:5][CH:6]=[CH:7][CH:8]=1)[OH:4].C(Cl)(=O)C(Cl)=O.C([N:19]([CH2:22][CH3:23])CC)C.C(Cl)(=O)C1C=[CH:29][C:28]([O:31][CH3:32])=[CH:27][CH:26]=1. The catalyst class is: 306.